Dataset: Full USPTO retrosynthesis dataset with 1.9M reactions from patents (1976-2016). Task: Predict the reactants needed to synthesize the given product. (1) Given the product [N+:18]([C:4]1[CH:5]=[CH:6][C:1]([C:7]2([C:11]#[N:12])[CH2:10][CH2:9][CH2:8]2)=[CH:2][CH:3]=1)([O-:20])=[O:19], predict the reactants needed to synthesize it. The reactants are: [C:1]1([C:7]2([C:11]#[N:12])[CH2:10][CH2:9][CH2:8]2)[CH:6]=[CH:5][CH:4]=[CH:3][CH:2]=1.OS(O)(=O)=O.[N+:18]([O-])([O-:20])=[O:19].[K+]. (2) Given the product [CH3:8][C:5]1[CH:6]=[CH:7][C:2]([C:14]2[N:18]3[CH:19]=[CH:20][C:21]([C:23]([F:24])([F:25])[F:26])=[N:22][C:17]3=[N:16][CH:15]=2)=[N:3][CH:4]=1, predict the reactants needed to synthesize it. The reactants are: Br[C:2]1[CH:7]=[CH:6][C:5]([CH3:8])=[CH:4][N:3]=1.C([Sn](CCCC)(CCCC)[C:14]1[N:18]2[CH:19]=[CH:20][C:21]([C:23]([F:26])([F:25])[F:24])=[N:22][C:17]2=[N:16][CH:15]=1)CCC. (3) The reactants are: [CH3:1][NH:2][CH2:3][C:4]1[CH:5]=[C:6]([C:22]2[CH:27]=[CH:26][CH:25]=[CH:24][CH:23]=2)[N:7]([S:9]([C:12]2[CH:21]=[CH:20][CH:19]=[CH:18][C:13]=2[C:14]([O:16][CH3:17])=[O:15])(=[O:11])=[O:10])[CH:8]=1.[C:36](O[C:36]([O:38][C:39]([CH3:42])([CH3:41])[CH3:40])=[O:37])([O:38][C:39]([CH3:42])([CH3:41])[CH3:40])=[O:37]. Given the product [C:39]([O:38][C:36]([N:2]([CH2:3][C:4]1[CH:5]=[C:6]([C:22]2[CH:27]=[CH:26][CH:25]=[CH:24][CH:23]=2)[N:7]([S:9]([C:12]2[CH:21]=[CH:20][CH:19]=[CH:18][C:13]=2[C:14]([O:16][CH3:17])=[O:15])(=[O:10])=[O:11])[CH:8]=1)[CH3:1])=[O:37])([CH3:40])([CH3:41])[CH3:42], predict the reactants needed to synthesize it. (4) Given the product [CH2:1]([O:8][C:9]1[CH:10]=[CH:11][C:12]([CH:15]([O:22][CH3:24])[CH2:16][C:17]([O:19][CH2:20][CH3:21])=[O:18])=[CH:13][CH:14]=1)[C:2]1[CH:7]=[CH:6][CH:5]=[CH:4][CH:3]=1, predict the reactants needed to synthesize it. The reactants are: [CH2:1]([O:8][C:9]1[CH:14]=[CH:13][C:12]([CH:15]([OH:22])[CH2:16][C:17]([O:19][CH2:20][CH3:21])=[O:18])=[CH:11][CH:10]=1)[C:2]1[CH:7]=[CH:6][CH:5]=[CH:4][CH:3]=1.I[CH3:24]. (5) Given the product [NH:1]1[C:9]2[C:4](=[CH:5][CH:6]=[CH:7][C:8]=2[CH2:10][N:22]([CH:20]2[C:21]3[N:12]=[CH:13][CH:14]=[CH:15][C:16]=3[CH2:17][CH2:18][CH2:19]2)[CH2:23][CH2:24][CH2:25][CH2:26][NH:27][C:28](=[O:34])[O:29][C:30]([CH3:33])([CH3:32])[CH3:31])[CH:3]=[CH:2]1, predict the reactants needed to synthesize it. The reactants are: [NH:1]1[C:9]2[C:4](=[CH:5][CH:6]=[CH:7][C:8]=2[CH:10]=O)[CH:3]=[CH:2]1.[N:12]1[C:21]2[CH:20]([NH:22][CH2:23][CH2:24][CH2:25][CH2:26][NH:27][C:28](=[O:34])[O:29][C:30]([CH3:33])([CH3:32])[CH3:31])[CH2:19][CH2:18][CH2:17][C:16]=2[CH:15]=[CH:14][CH:13]=1.C(O[BH-](OC(=O)C)OC(=O)C)(=O)C.[Na+].C(=O)(O)[O-].[Na+].